Dataset: Full USPTO retrosynthesis dataset with 1.9M reactions from patents (1976-2016). Task: Predict the reactants needed to synthesize the given product. (1) Given the product [CH2:29]([N:2]1[CH2:3][CH2:4][CH2:5][C:6]2[CH:11]=[C:10]([O:12][C:13]3[CH:21]=[CH:20][C:16]([C:17]([NH2:19])=[O:18])=[CH:15][N:14]=3)[CH:9]=[CH:8][C:7]=2[CH2:1]1)[CH2:30][CH2:31][CH2:32][CH3:33], predict the reactants needed to synthesize it. The reactants are: [CH2:1]1[C:7]2[CH:8]=[CH:9][C:10]([O:12][C:13]3[CH:21]=[CH:20][C:16]([C:17]([NH2:19])=[O:18])=[CH:15][N:14]=3)=[CH:11][C:6]=2[CH2:5][CH2:4][CH2:3][NH:2]1.C([O-])([O-])=O.[K+].[K+].Br[CH2:29][CH2:30][CH2:31][CH2:32][CH3:33].C(OCC)(=O)C. (2) Given the product [CH2:28]([O:27][CH2:26][C@@H:16]([OH:15])[C@@H:17]([O:18][CH2:19][C:20]1[CH:21]=[CH:22][CH:23]=[CH:24][CH:25]=1)[C@@:13]([O:12][CH2:5][C:6]1[CH:11]=[CH:10][CH:9]=[CH:8][CH:7]=1)([CH:36]=[N:4][O:3][CH3:2])[CH3:14])[C:29]1[CH:34]=[CH:33][CH:32]=[CH:31][CH:30]=1, predict the reactants needed to synthesize it. The reactants are: Cl.[CH3:2][O:3][NH2:4].[CH2:5]([O:12][C@:13]1([CH3:36])[C@H:17]([O:18][CH2:19][C:20]2[CH:25]=[CH:24][CH:23]=[CH:22][CH:21]=2)[C@@H:16]([CH2:26][O:27][CH2:28][C:29]2[CH:34]=[CH:33][CH:32]=[CH:31][CH:30]=2)[O:15][C@@H:14]1O)[C:6]1[CH:11]=[CH:10][CH:9]=[CH:8][CH:7]=1.CO.